Task: Predict the product of the given reaction.. Dataset: Forward reaction prediction with 1.9M reactions from USPTO patents (1976-2016) (1) Given the reactants Cl.Cl.[CH3:3][N:4]([CH3:30])[C:5]1[C:14]2[C:9](=[CH:10][CH:11]=[CH:12][CH:13]=2)[N:8]=[C:7](/[CH:15]=[CH:16]/[C:17]2[N:22]=[C:21]([CH2:23][OH:24])[CH:20]=[C:19]([N:25]3[CH2:29][CH2:28][CH2:27][CH2:26]3)[N:18]=2)[N:6]=1.S([O-])([O-])(=O)=S.[Na+].[Na+].C(=O)(O)[O-].[Na+], predict the reaction product. The product is: [CH3:30][N:4]([CH3:3])[C:5]1[C:14]2[C:9](=[CH:10][CH:11]=[CH:12][CH:13]=2)[N:8]=[C:7](/[CH:15]=[CH:16]/[C:17]2[N:22]=[C:21]([CH:23]=[O:24])[CH:20]=[C:19]([N:25]3[CH2:29][CH2:28][CH2:27][CH2:26]3)[N:18]=2)[N:6]=1. (2) Given the reactants Br[C:2]1[C:3]([N:22]2[CH2:25][C:24]([OH:27])([CH3:26])[CH2:23]2)=[N:4][CH:5]=[C:6]([CH:21]=1)[C:7]([NH:9][C:10]1[CH:15]=[CH:14][C:13]([O:16][C:17]([F:20])([F:19])[F:18])=[CH:12][CH:11]=1)=[O:8].[CH3:28][C:29]1[N:34]=[CH:33][C:32](B2OC(C)(C)C(C)(C)O2)=[CH:31][N:30]=1, predict the reaction product. The product is: [OH:27][C:24]1([CH3:26])[CH2:25][N:22]([C:3]2[C:2]([C:32]3[CH:31]=[N:30][C:29]([CH3:28])=[N:34][CH:33]=3)=[CH:21][C:6]([C:7]([NH:9][C:10]3[CH:15]=[CH:14][C:13]([O:16][C:17]([F:20])([F:19])[F:18])=[CH:12][CH:11]=3)=[O:8])=[CH:5][N:4]=2)[CH2:23]1. (3) Given the reactants C([Li])CCC.C(NC(C)C)(C)C.[N:13]1[CH:18]=[CH:17][CH:16]=[N:15][C:14]=1[C:19](=[N:21][OH:22])[CH3:20].CON(C)[C:26]([C@@H:28]1[CH2:32][CH2:31][CH2:30][N:29]1[C:33]([O:35][C:36]([CH3:39])([CH3:38])[CH3:37])=[O:34])=[O:27], predict the reaction product. The product is: [OH:27][C@:26]1([C@@H:28]2[CH2:32][CH2:31][CH2:30][N:29]2[C:33]([O:35][C:36]([CH3:39])([CH3:38])[CH3:37])=[O:34])[O:22][N:21]=[C:19]([C:14]2[N:15]=[CH:16][CH:17]=[CH:18][N:13]=2)[CH2:20]1. (4) Given the reactants [N+:1]([C:4]1[CH:5]=[C:6]2[C:10](=[CH:11][CH:12]=1)[NH:9][CH:8]=[CH:7]2)([O-:3])=[O:2].I[C:14]1[CH:15]=[C:16]([CH:22]=[CH:23][CH:24]=1)[C:17]([O:19][CH2:20][CH3:21])=[O:18].C(=O)([O-])[O-].[K+].[K+].C1(C)C=CC=CC=1, predict the reaction product. The product is: [N+:1]([C:4]1[CH:5]=[C:6]2[C:10](=[CH:11][CH:12]=1)[N:9]([C:14]1[CH:15]=[C:16]([CH:22]=[CH:23][CH:24]=1)[C:17]([O:19][CH2:20][CH3:21])=[O:18])[CH:8]=[CH:7]2)([O-:3])=[O:2]. (5) Given the reactants [CH3:1][N:2]1[C:6]2=[CH:7][N:8]=[CH:9][CH:10]=[C:5]2[C:4]([CH:11]=[O:12])=[CH:3]1.CC(=CC)C.[O-:18]Cl=O.[Na+], predict the reaction product. The product is: [CH3:1][N:2]1[C:6]2=[CH:7][N:8]=[CH:9][CH:10]=[C:5]2[C:4]([C:11]([OH:18])=[O:12])=[CH:3]1. (6) Given the reactants Br[C:2]1[CH:7]=[CH:6][CH:5]=[CH:4][C:3]=1[CH3:8].C(=O)([O-])[O-].[Na+].[Na+].[Cl:15][C:16]1[CH:21]=[CH:20][CH:19]=[C:18]([O:22][CH3:23])[C:17]=1B(O)O, predict the reaction product. The product is: [Cl:15][C:16]1[CH:21]=[CH:20][CH:19]=[C:18]([O:22][CH3:23])[C:17]=1[C:2]1[CH:7]=[CH:6][CH:5]=[CH:4][C:3]=1[CH3:8]. (7) Given the reactants [F:1][C:2]1[CH:3]=[CH:4][C:5]([O:15][CH2:16][C:17]2[CH:22]=[CH:21][C:20]([F:23])=[CH:19][CH:18]=2)=[C:6]([C:8](=O)[CH2:9][CH2:10][C:11](=O)[CH3:12])[CH:7]=1.[CH3:24][O:25][C:26](=[O:38])[C:27]1[CH:32]=[C:31]([NH2:33])[CH:30]=[CH:29][C:28]=1[O:34][CH:35]([F:37])[F:36].CC1C=CC(S(O)(=O)=O)=CC=1.Cl, predict the reaction product. The product is: [CH3:3][CH2:4][CH2:5][CH:6]([CH3:8])[CH3:7].[CH3:2][CH2:24][O:25][C:26]([CH3:27])=[O:38].[CH3:24][O:25][C:26](=[O:38])[C:27]1[C:28]([O:34][CH:35]([F:36])[F:37])=[CH:29][CH:30]=[C:31]([N:33]2[C:11]([CH3:12])=[CH:10][CH:9]=[C:8]2[C:6]2[CH:7]=[C:2]([F:1])[CH:3]=[CH:4][C:5]=2[O:15][CH2:16][C:17]2[CH:22]=[CH:21][C:20]([F:23])=[CH:19][CH:18]=2)[CH:32]=1. (8) Given the reactants [N:1]1([C:11]([O:13]C(C)(C)C)=O)[CH2:10][C@H:8]([OH:9])[CH2:7][C@H:2]1[C:3]([O:5][CH3:6])=[O:4].C(O)(C(F)(F)F)=O.[NH:25]([C:53]([CH2:55][CH2:56][CH2:57][CH2:58][CH2:59][CH2:60][CH3:61])=[O:54])[C@H:26]([C:42]([NH:44][C@H:45](C(O)=O)[CH2:46][CH:47]([CH3:49])[CH3:48])=[O:43])[CH2:27][C:28]1[CH:33]=[CH:32][C:31]([O:34][CH2:35][C:36]2[CH:41]=[CH:40][CH:39]=[CH:38][CH:37]=2)=[CH:30][CH:29]=1.F[P-](F)(F)(F)(F)F.N1(O[P+](N(C)C)(N(C)C)N(C)C)C2C=CC=CC=2N=N1.CCN(C(C)C)C(C)C, predict the reaction product. The product is: [NH:25]([C:53]([CH2:55][CH2:56][CH2:57][CH2:58][CH2:59][CH2:60][CH3:61])=[O:54])[C@H:26]([C:42]([NH:44][C@H:45]([C:11]([N:1]1[CH2:10][C@H:8]([OH:9])[CH2:7][C@H:2]1[C:3]([O:5][CH3:6])=[O:4])=[O:13])[CH2:46][CH:47]([CH3:49])[CH3:48])=[O:43])[CH2:27][C:28]1[CH:33]=[CH:32][C:31]([O:34][CH2:35][C:36]2[CH:41]=[CH:40][CH:39]=[CH:38][CH:37]=2)=[CH:30][CH:29]=1. (9) Given the reactants [F:1][C:2]1[CH:3]=[C:4]([CH:7]=[C:8]([F:10])[CH:9]=1)[C:5]#[N:6].C(=O)([O-])[O-].[K+].[K+].Cl.[NH2:18][OH:19], predict the reaction product. The product is: [F:1][C:2]1[CH:3]=[C:4]([CH:7]=[C:8]([F:10])[CH:9]=1)[C:5]([NH:18][OH:19])=[NH:6]. (10) Given the reactants [Cl:1][C:2]1[C:7]([CH3:8])=[CH:6][C:5]([S:9]([N:12]2[CH:17]=[CH:16][NH:15][C:14](=[O:18])[C@H:13]2[CH2:19][C:20](O)=[O:21])(=[O:11])=[O:10])=[C:4]([CH3:23])[CH:3]=1.[NH:24]1[CH2:29][CH2:28][CH:27]([CH2:30][OH:31])[CH2:26][CH2:25]1.ON1C2C=CC=CC=2N=N1.CCN=C=NCCCN(C)C.Cl, predict the reaction product. The product is: [Cl:1][C:2]1[C:7]([CH3:8])=[CH:6][C:5]([S:9]([N:12]2[CH:17]=[CH:16][NH:15][C:14](=[O:18])[C@H:13]2[CH2:19][C:20]([N:24]2[CH2:29][CH2:28][CH:27]([CH2:30][OH:31])[CH2:26][CH2:25]2)=[O:21])(=[O:11])=[O:10])=[C:4]([CH3:23])[CH:3]=1.